Dataset: Merck oncology drug combination screen with 23,052 pairs across 39 cell lines. Task: Regression. Given two drug SMILES strings and cell line genomic features, predict the synergy score measuring deviation from expected non-interaction effect. (1) Drug 2: Cn1nnc2c(C(N)=O)ncn2c1=O. Drug 1: COC12C(COC(N)=O)C3=C(C(=O)C(C)=C(N)C3=O)N1CC1NC12. Synergy scores: synergy=4.88. Cell line: SKMES1. (2) Drug 1: Cn1nnc2c(C(N)=O)ncn2c1=O. Drug 2: C=CCn1c(=O)c2cnc(Nc3ccc(N4CCN(C)CC4)cc3)nc2n1-c1cccc(C(C)(C)O)n1. Cell line: A2780. Synergy scores: synergy=14.6.